This data is from TCR-epitope binding with 47,182 pairs between 192 epitopes and 23,139 TCRs. The task is: Binary Classification. Given a T-cell receptor sequence (or CDR3 region) and an epitope sequence, predict whether binding occurs between them. (1) The epitope is LPRRSGAAGA. The TCR CDR3 sequence is CSAPRYNEQFF. Result: 1 (the TCR binds to the epitope). (2) The epitope is GMFNMLSTVLGVS. The TCR CDR3 sequence is CASSYTGGQETQYF. Result: 0 (the TCR does not bind to the epitope). (3) The epitope is TFYLTNDVSFL. The TCR CDR3 sequence is CASSYSVPSGLWEQYF. Result: 0 (the TCR does not bind to the epitope). (4) The epitope is VLWAHGFEL. The TCR CDR3 sequence is CASSGQRSGNTIYF. Result: 0 (the TCR does not bind to the epitope).